Task: Predict which catalyst facilitates the given reaction.. Dataset: Catalyst prediction with 721,799 reactions and 888 catalyst types from USPTO (1) The catalyst class is: 3. Reactant: [CH3:1][O:2][C:3]1[CH:8]=[N:7][C:6]([O:9][CH3:10])=[C:5]2[NH:11][CH:12]=[C:13]([C:14](=[O:18])[C:15]([OH:17])=O)[C:4]=12.[C:19]1([C:25]2([C:33]#[N:34])[C:27]3([CH2:32][CH2:31][NH:30][CH2:29][CH2:28]3)[CH2:26]2)[CH:24]=[CH:23][CH:22]=[CH:21][CH:20]=1.CN([P+](ON1N=NC2C=CC=CC1=2)(N(C)C)N(C)C)C.F[P-](F)(F)(F)(F)F.CCN(C(C)C)C(C)C. Product: [CH3:1][O:2][C:3]1[CH:8]=[N:7][C:6]([O:9][CH3:10])=[C:5]2[NH:11][CH:12]=[C:13]([C:14](=[O:18])[C:15]([N:30]3[CH2:29][CH2:28][C:27]4([C:25]([C:19]5[CH:20]=[CH:21][CH:22]=[CH:23][CH:24]=5)([C:33]#[N:34])[CH2:26]4)[CH2:32][CH2:31]3)=[O:17])[C:4]=12. (2) Reactant: Br[C:2]1[CH:3]=[CH:4][C:5]([CH2:8][CH3:9])=[N:6][CH:7]=1.[Li]CCCC.[B:15](OCC)([O:19]CC)[O:16]CC. Product: [CH2:8]([C:5]1[N:6]=[CH:7][C:2]([B:15]([OH:19])[OH:16])=[CH:3][CH:4]=1)[CH3:9]. The catalyst class is: 7. (3) Reactant: [Cl:1][C:2]1[CH:3]=[CH:4][C:5]2[N:6]([C:8]([C:11]([C:14]3[CH:15]=[CH:16][C:17]4[N:18]([CH:20]=[CH:21][N:22]=4)[CH:19]=3)([OH:13])C)=[CH:9][N:10]=2)[N:7]=1.I(C1C=CC=CC=1C(O)=O)(=O)=O. Product: [Cl:1][C:2]1[CH:3]=[CH:4][C:5]2[N:6]([C:8]([C:11]([C:14]3[CH:15]=[CH:16][C:17]4[N:18]([CH:20]=[CH:21][N:22]=4)[CH:19]=3)=[O:13])=[CH:9][N:10]=2)[N:7]=1. The catalyst class is: 21. (4) Reactant: [C:1]([O:5][C:6](=[O:14])[C:7]1[CH:12]=[CH:11][C:10]([OH:13])=[CH:9][CH:8]=1)([CH3:4])([CH3:3])[CH3:2].[CH3:15][O:16][C:17](=[O:28])[CH2:18][CH2:19][CH2:20][CH2:21][CH2:22][CH2:23][CH2:24][CH2:25][CH2:26]Br.C([O-])([O-])=O.[K+].[K+]. Product: [C:1]([O:5][C:6](=[O:14])[C:7]1[CH:8]=[CH:9][C:10]([O:13][CH2:26][CH2:25][CH2:24][CH2:23][CH2:22][CH2:21][CH2:20][CH2:19][CH2:18][C:17]([O:16][CH3:15])=[O:28])=[CH:11][CH:12]=1)([CH3:4])([CH3:2])[CH3:3]. The catalyst class is: 10. (5) Reactant: C([Li])CCC.[CH:6]1([C:9]#[CH:10])[CH2:8][CH2:7]1.[CH3:11][C@:12]12[C:18]([CH3:20])([CH3:19])[C@:15]([C:21]([N:23](C([C@@]34C(C)(C)[C@@](C)(CC3)C(=O)O4)=O)[C:24]3[CH:29]=[CH:28][C:27]([Cl:30])=[CH:26][C:25]=3[C:31](=[O:36])[C:32]([F:35])([F:34])[F:33])=[O:22])([CH2:16][CH2:17]1)[O:14][C:13]2=[O:50]. Product: [Cl:30][C:27]1[CH:28]=[CH:29][C:24]([NH:23][C:21]([C@@:15]23[C:18]([CH3:19])([CH3:20])[C@@:12]([CH3:11])([CH2:17][CH2:16]2)[C:13](=[O:50])[O:14]3)=[O:22])=[C:25]([C@@:31]([OH:36])([C:10]#[C:9][CH:6]2[CH2:8][CH2:7]2)[C:32]([F:33])([F:34])[F:35])[CH:26]=1. The catalyst class is: 7. (6) Reactant: [N+:1]([C:4]1[CH:5]=[C:6]2[C:10](=[CH:11][CH:12]=1)[NH:9][CH2:8][CH2:7]2)([O-:3])=[O:2].ClCl.C(Cl)(Cl)[Cl:16]. Product: [Cl:16][C:11]1[CH:12]=[C:4]([N+:1]([O-:3])=[O:2])[CH:5]=[C:6]2[C:10]=1[NH:9][CH2:8][CH2:7]2. The catalyst class is: 52.